From a dataset of Forward reaction prediction with 1.9M reactions from USPTO patents (1976-2016). Predict the product of the given reaction. (1) Given the reactants C[C:2]1[CH:3]=[C:4]([OH:10])[C:5]([O:8][CH3:9])=[CH:6][CH:7]=1.[CH3:11][C:12]1[CH:17]=[C:16]([CH3:18])[CH:15]=[CH:14][C:13]=1[OH:19].[CH3:20]OS([O-])(=O)=O.C[N+](CC)(CC)CC, predict the reaction product. The product is: [OH:10][C:4]1[C:5]([O:8][CH3:9])=[CH:6][C:7]([CH3:20])=[CH:2][C:3]=1[C:14]1[CH:15]=[C:16]([CH3:18])[CH:17]=[C:12]([CH3:11])[C:13]=1[OH:19]. (2) Given the reactants [C:1]([C:3]1[CH:4]=[C:5]([C:9]2[C@:10]3([CH2:26][CH2:25][C@H:24]4[C@@H:15]([CH2:16][CH2:17][C:18]5[CH:19]=[C:20]([C:27]([O:29]C)=[O:28])[CH:21]=[CH:22][C:23]=54)[C@@H:12]3[CH2:13][CH:14]=2)[CH3:11])[CH:6]=[N:7][CH:8]=1)#[N:2].[OH-].[Li+], predict the reaction product. The product is: [C:1]([C:3]1[CH:4]=[C:5]([C:9]2[C@:10]3([CH2:26][CH2:25][C@H:24]4[C@@H:15]([CH2:16][CH2:17][C:18]5[CH:19]=[C:20]([C:27]([OH:29])=[O:28])[CH:21]=[CH:22][C:23]=54)[C@@H:12]3[CH2:13][CH:14]=2)[CH3:11])[CH:6]=[N:7][CH:8]=1)#[N:2].